From a dataset of Full USPTO retrosynthesis dataset with 1.9M reactions from patents (1976-2016). Predict the reactants needed to synthesize the given product. (1) Given the product [CH2:1]([O:3][C:4]([C@@H:6]1[C@@H:10]([C:11](=[O:13])[NH:35][C:34]2[CH:36]=[CH:37][C:31]([Cl:30])=[CH:32][CH:33]=2)[CH2:9][N:8]([C:14]([O:16][C:17]([CH3:20])([CH3:19])[CH3:18])=[O:15])[CH2:7]1)=[O:5])[CH3:2], predict the reactants needed to synthesize it. The reactants are: [CH2:1]([O:3][C:4]([C@@H:6]1[C@@H:10]([C:11]([OH:13])=O)[CH2:9][N:8]([C:14]([O:16][C:17]([CH3:20])([CH3:19])[CH3:18])=[O:15])[CH2:7]1)=[O:5])[CH3:2].C(N(CC)C(C)C)(C)C.[Cl:30][C:31]1[CH:37]=[CH:36][C:34]([NH2:35])=[CH:33][CH:32]=1. (2) Given the product [C:1]([C:7]1[CH:8]=[CH:9][C:10]([O:15][CH3:16])=[C:11]([CH:14]=1)[C:12]([OH:19])=[O:13])(=[O:6])[C:2]([CH3:5])([CH3:4])[CH3:3], predict the reactants needed to synthesize it. The reactants are: [C:1]([C:7]1[CH:8]=[CH:9][C:10]([O:15][CH3:16])=[C:11]([CH:14]=1)[CH2:12][OH:13])(=[O:6])[C:2]([CH3:5])([CH3:4])[CH3:3].[OH-].[K+].[O-:19][Mn](=O)(=O)=O.[K+]. (3) The reactants are: [NH2:1][CH:2]1[CH2:7][CH2:6][CH2:5][CH:4]([NH:8][C:9]2[CH:16]=[CH:15][C:12]([C:13]#[N:14])=[C:11]([C:17]([F:20])([F:19])[F:18])[CH:10]=2)[CH2:3]1.[CH:21](=O)[C:22]1C=CC=CC=1.[H-].[Na+].ICC. Given the product [NH2:1][CH:2]1[CH2:7][CH2:6][CH2:5][CH:4]([N:8]([CH2:21][CH3:22])[C:9]2[CH:16]=[CH:15][C:12]([C:13]#[N:14])=[C:11]([C:17]([F:18])([F:19])[F:20])[CH:10]=2)[CH2:3]1, predict the reactants needed to synthesize it. (4) Given the product [Cl:33][C:34]1[CH:47]=[CH:46][C:37]([C:38]2[CH:39]=[CH:40][C:41]([CH2:45][CH3:14])=[C:42]([CH:5]3[C:6](=[O:12])[CH:7]4[CH2:10][CH2:11][C:3]([O:2][CH3:1])([CH:9]=[CH:8]4)[C:4]3=[O:13])[CH:43]=2)=[CH:36][CH:35]=1, predict the reactants needed to synthesize it. The reactants are: [CH3:1][O:2][C:3]12[CH2:11][CH2:10][CH:7]([CH:8]=[CH:9]1)[C:6](=[O:12])[CH2:5][C:4]2=[O:13].[C:14]1(C)C=CC=CC=1.C([O-])(=O)C.C([O-])(=O)C.C([O-])(=O)C.[Cl:33][C:34]1[CH:47]=[CH:46][C:37]([C:38]2[CH:39]=[CH:40][C:41]([CH3:45])=[C:42]([Pb+3])[CH:43]=2)=[CH:36][CH:35]=1.Cl. (5) The reactants are: [CH2:1]([CH:3]([CH2:11][CH2:12][C@H:13]1[CH2:18][CH2:17][CH2:16][C@@H:15]([OH:19])[CH2:14]1)[C:4]([O:6][C:7]([CH3:10])([CH3:9])[CH3:8])=[O:5])[CH3:2].[H-].[Na+].[CH2:22](Br)[CH:23]=[CH2:24].C(OC)(C)(C)C. Given the product [CH2:24]([O:19][C@@H:15]1[CH2:16][CH2:17][CH2:18][C@H:13]([CH2:12][CH2:11][CH:3]([CH2:1][CH3:2])[C:4]([O:6][C:7]([CH3:10])([CH3:8])[CH3:9])=[O:5])[CH2:14]1)[CH:23]=[CH2:22], predict the reactants needed to synthesize it. (6) Given the product [C:8]([C:7]1[CH:6]=[C:5]([C:10]2[C:19]3[C:14](=[CH:15][C:16]([S:20]([NH:23][C:24]4[S:28][N:27]=[CH:26][N:25]=4)(=[O:21])=[O:22])=[CH:17][CH:18]=3)[CH:13]=[CH:12][N:11]=2)[C:4]([O:29][CH3:30])=[CH:3][C:2]=1[C:36]1[CH:35]=[CH:34][CH:33]=[C:32]([F:31])[CH:37]=1)#[N:9], predict the reactants needed to synthesize it. The reactants are: Cl[C:2]1[C:7]([C:8]#[N:9])=[CH:6][C:5]([C:10]2[C:19]3[C:14](=[CH:15][C:16]([S:20]([NH:23][C:24]4[S:28][N:27]=[CH:26][N:25]=4)(=[O:22])=[O:21])=[CH:17][CH:18]=3)[CH:13]=[CH:12][N:11]=2)=[C:4]([O:29][CH3:30])[CH:3]=1.[F:31][C:32]1[CH:33]=[C:34](B(O)O)[CH:35]=[CH:36][CH:37]=1.P([O-])([O-])([O-])=O.[K+].[K+].[K+]. (7) Given the product [NH2:4][C:3]1[N:16]([CH3:15])[C:21]2[C:20]([C:19](=[O:18])[C:5]=1[C:6]([NH:8][C:9]1[CH:14]=[CH:13][CH:12]=[CH:11][CH:10]=1)=[O:7])=[CH:25][CH:24]=[CH:23][CH:22]=2, predict the reactants needed to synthesize it. The reactants are: [H-].[Na+].[C:3]([CH2:5][C:6]([NH:8][C:9]1[CH:14]=[CH:13][CH:12]=[CH:11][CH:10]=1)=[O:7])#[N:4].[CH3:15][N:16]1[C:21]2[CH:22]=[CH:23][CH:24]=[CH:25][C:20]=2[C:19](=O)[O:18]C1=O.Cl.C(=O)([O-])O.[K+].